Dataset: Forward reaction prediction with 1.9M reactions from USPTO patents (1976-2016). Task: Predict the product of the given reaction. Given the reactants [CH:1]1[C:11]2[CH2:10][CH2:9][C:8]3[CH:12]=[CH:13][CH:14]=[CH:15][C:7]=3[NH:6][C:5]=2[CH:4]=[CH:3][CH:2]=1.[NH2-].[Na+].[CH2:18]([C@H:20]1[O:22][CH2:21]1)Cl.Cl, predict the reaction product. The product is: [O:22]1[CH2:21][C@H:20]1[CH2:18][N:6]1[C:7]2[CH:15]=[CH:14][CH:13]=[CH:12][C:8]=2[CH2:9][CH2:10][C:11]2[CH:1]=[CH:2][CH:3]=[CH:4][C:5]1=2.